This data is from CYP3A4 inhibition data for predicting drug metabolism from PubChem BioAssay. The task is: Regression/Classification. Given a drug SMILES string, predict its absorption, distribution, metabolism, or excretion properties. Task type varies by dataset: regression for continuous measurements (e.g., permeability, clearance, half-life) or binary classification for categorical outcomes (e.g., BBB penetration, CYP inhibition). Dataset: cyp3a4_veith. (1) The compound is COCCn1c(=O)c(-c2cccc(C#N)c2)nc2cnc(Oc3ccccc3)nc21. The result is 1 (inhibitor). (2) The result is 1 (inhibitor). The drug is Nc1ccc(N(c2ccccc2)c2ccc(N)cc2)cc1. (3) The compound is CCCCN(C)C(=O)c1coc(=O)c2ccccc12. The result is 0 (non-inhibitor). (4) The drug is O=C(COC(=O)c1cccnc1Cl)c1ccccc1. The result is 0 (non-inhibitor). (5) The molecule is C1CCN(CC[C@@H]2CCCCN2)CC1. The result is 0 (non-inhibitor). (6) The molecule is CCOc1ccc(-n2c(Cc3ccccc3)nnc2SCc2c(C)noc2C)cc1. The result is 1 (inhibitor). (7) The drug is COC(=O)NC/C=C\c1nc(CC/C=C\C(=O)O[C@H]2C[C@H]3CC(=O)O[C@@H](/C=C\CC(C)C)C[C@@H]4CC[C@H](C)[C@H](C[C@@H](OC)C[C@H](C2)O3)O4)co1. The result is 1 (inhibitor). (8) The compound is C[C@H]1CS(=O)(=O)CCN1/N=C\c1ccc([N+](=O)[O-])o1. The result is 0 (non-inhibitor).